From a dataset of SARS-CoV-2 main protease (3CLPro) crystallographic fragment screen with 879 compounds. Binary Classification. Given a drug SMILES string, predict its activity (active/inactive) in a high-throughput screening assay against a specified biological target. (1) The drug is O=C(Cc1ccc(F)cc1)Nc1ccc(F)cc1. The result is 0 (inactive). (2) The drug is Cc1ccccc1CN1CCCN(C(=O)CCl)CC1. The result is 1 (active).